From a dataset of Forward reaction prediction with 1.9M reactions from USPTO patents (1976-2016). Predict the product of the given reaction. (1) Given the reactants C[O:2][C:3]([CH:5]1[CH2:10][CH2:9][N:8]([CH2:11][C:12]2[CH:17]=[CH:16][CH:15]=[CH:14][CH:13]=2)[CH:7]([CH3:18])[C:6]1=O)=O.Cl.[CH:21]([NH2:23])=[NH:22].CC[O-].[Na+], predict the reaction product. The product is: [NH4+:8].[OH-:2].[CH2:11]([N:8]1[CH2:9][CH2:10][C:5]2[C:3](=[O:2])[NH:23][CH:21]=[N:22][C:6]=2[CH:7]1[CH3:18])[C:12]1[CH:17]=[CH:16][CH:15]=[CH:14][CH:13]=1. (2) The product is: [CH3:1][O:2][C:3](=[O:24])[C@H:4]([N:8]([S:9]([C:12]1[CH:23]=[CH:22][C:15]2[N:16]=[C:17]([S:19][CH2:20][CH3:21])[S:18][C:14]=2[CH:13]=1)(=[O:11])=[O:10])[CH2:31][C:32]1[CH:37]=[CH:36][CH:35]=[CH:34][CH:33]=1)[CH:5]([CH3:7])[CH3:6]. Given the reactants [CH3:1][O:2][C:3](=[O:24])[C@H:4]([NH:8][S:9]([C:12]1[CH:23]=[CH:22][C:15]2[N:16]=[C:17]([S:19][CH2:20][CH3:21])[S:18][C:14]=2[CH:13]=1)(=[O:11])=[O:10])[CH:5]([CH3:7])[CH3:6].C([O-])([O-])=O.[K+].[K+].[CH2:31](Br)[C:32]1[CH:37]=[CH:36][CH:35]=[CH:34][CH:33]=1.C(OC(=O)C)C, predict the reaction product. (3) Given the reactants [CH3:1][C:2]1[CH:8]=[CH:7][CH:6]=[C:5]([CH3:9])[C:3]=1[NH2:4].C1(CN)CCCCC1.[O:18]=[C:19]1[C:27]2([CH2:31][O:30][C:29]3[CH:32]=[C:33]4[C:37](=[CH:38][C:28]2=3)[CH2:36][CH2:35][O:34]4)[C:26]2[C:21](=[CH:22][CH:23]=[CH:24][CH:25]=2)[N:20]1[CH2:39][C:40]1[CH:48]=[CH:47][C:43]([C:44](O)=[O:45])=[CH:42][CH:41]=1.O=C1C2(COC3C=C4C(=CC2=3)CCO4)C2C(=CC=CC=2)N1CC1C=C(C=CC=1)C(O)=O, predict the reaction product. The product is: [CH3:1][C:2]1[CH:8]=[CH:7][CH:6]=[C:5]([CH3:9])[C:3]=1[NH:4][C:44](=[O:45])[C:43]1[CH:47]=[CH:48][C:40]([CH2:39][N:20]2[C:21]3[C:26](=[CH:25][CH:24]=[CH:23][CH:22]=3)[C:27]3([CH2:31][O:30][C:29]4[CH:32]=[C:33]5[C:37](=[CH:38][C:28]3=4)[CH2:36][CH2:35][O:34]5)[C:19]2=[O:18])=[CH:41][CH:42]=1. (4) Given the reactants [F:1][C:2]1[CH:7]=[C:6]([F:8])[CH:5]=[CH:4][C:3]=1[S:9]([NH:12][C:13]1[C:14]([O:28][CH3:29])=[N:15][CH:16]=[C:17](B2OC(C)(C)C(C)(C)O2)[CH:18]=1)(=[O:11])=[O:10].Br[C:31]1[CH:32]=[CH:33][C:34]2[N:35]([CH:37]=[CH:38][N:39]=2)[N:36]=1.C(Cl)Cl.C([O-])([O-])=O.[Na+].[Na+], predict the reaction product. The product is: [F:1][C:2]1[CH:7]=[C:6]([F:8])[CH:5]=[CH:4][C:3]=1[S:9]([NH:12][C:13]1[C:14]([O:28][CH3:29])=[N:15][CH:16]=[C:17]([C:31]2[CH:32]=[CH:33][C:34]3[N:35]([CH:37]=[CH:38][N:39]=3)[N:36]=2)[CH:18]=1)(=[O:10])=[O:11]. (5) Given the reactants [Br:1][C:2]1[CH:7]=[CH:6][C:5]([C:8]([C:10]2[CH:15]=[CH:14][C:13]([S:16]([CH3:19])(=[O:18])=[O:17])=[CH:12][CH:11]=2)=O)=[CH:4][CH:3]=1.Cl.[CH3:21][O:22][C:23](=[O:30])[C@H:24]([CH2:26][CH:27]([CH3:29])[CH3:28])[NH2:25].C12(CS(O)(=O)=O)C(C)(C)C(CC1)CC2=O, predict the reaction product. The product is: [Br:1][C:2]1[CH:7]=[CH:6][C:5]([C:8]([C:10]2[CH:15]=[CH:14][C:13]([S:16]([CH3:19])(=[O:18])=[O:17])=[CH:12][CH:11]=2)=[N:25][C@H:24]([C:23]([O:22][CH3:21])=[O:30])[CH2:26][CH:27]([CH3:29])[CH3:28])=[CH:4][CH:3]=1. (6) Given the reactants [CH:1]1[CH:2]=[CH:3][C:4](P([C:1]2[C:6]([C:1]3[C:6](P([C:1]4[CH:6]=[CH:5][CH:4]=[CH:3][CH:2]=4)[C:1]4[CH:6]=[CH:5][CH:4]=[CH:3][CH:2]=4)=[CH:5][CH:4]=[C:3]4[C:2]=3C=CC=C4)=[C:5]3[C:4](C=CC=C3)=[CH:3][CH:2]=2)[C:1]2[CH:6]=[CH:5][CH:4]=[CH:3][CH:2]=2)=[CH:5][CH:6]=1.[CH3:47][O:48][C:49]1[C:58]2[C:53](=[CH:54][CH:55]=[CH:56][CH:57]=2)[CH:52]=[CH:51][C:50]=1[NH2:59].BrC1C=CC=CC=1.C(=O)([O-])[O-].[Cs+].[Cs+], predict the reaction product. The product is: [CH3:47][O:48][C:49]1[C:58]2[C:53](=[CH:54][CH:55]=[CH:56][CH:57]=2)[CH:52]=[CH:51][C:50]=1[NH:59][C:1]1[CH:2]=[CH:3][CH:4]=[CH:5][CH:6]=1. (7) Given the reactants [CH:1]([Si:4]([CH:16]([CH3:18])[CH3:17])([CH:13]([CH3:15])[CH3:14])[O:5][C:6]([C:8]1[CH:12]=[CH:11][S:10][CH:9]=1)=[CH2:7])([CH3:3])[CH3:2].C1C(=O)N([Cl:26])C(=O)C1, predict the reaction product. The product is: [CH:16]([Si:4]([CH:1]([CH3:2])[CH3:3])([CH:13]([CH3:15])[CH3:14])[O:5][C:6]([C:8]1[CH:12]=[CH:11][S:10][CH:9]=1)=[CH:7][Cl:26])([CH3:18])[CH3:17]. (8) Given the reactants S(Cl)(Cl)=O.[Br:5][C:6]1[S:10][C:9]2=[N:11][C:12]([C:14]([OH:16])=O)=[CH:13][N:8]2[CH:7]=1.[N-:17]=[N+:18]=[N-:19].[Na+], predict the reaction product. The product is: [Br:5][C:6]1[S:10][C:9]2=[N:11][C:12]([C:14]([N:17]=[N+:18]=[N-:19])=[O:16])=[CH:13][N:8]2[CH:7]=1.